Dataset: Forward reaction prediction with 1.9M reactions from USPTO patents (1976-2016). Task: Predict the product of the given reaction. (1) The product is: [OH:1][C:2]([C:5]1[NH:9][N:8]=[C:7]([C:10]([OH:12])=[O:11])[CH:6]=1)([CH3:4])[CH3:3]. Given the reactants [OH:1][C:2]([C:5]1[NH:9][N:8]=[C:7]([C:10]([O:12]CC)=[O:11])[CH:6]=1)([CH3:4])[CH3:3].[OH-].[Na+].Cl, predict the reaction product. (2) Given the reactants [F:1][C:2]1([F:32])[CH2:7][CH2:6][N:5]([C:8]([C:10]2[NH:11][C:12]3[C:17]([CH:18]=2)=[CH:16][C:15]([C:19]([N:21]2[CH2:26][CH2:25][CH:24]([N:27]4[CH2:31][CH2:30][CH2:29][CH2:28]4)[CH2:23][CH2:22]2)=[O:20])=[CH:14][CH:13]=3)=[O:9])[CH2:4][CH2:3]1.[F:33][C:34]([F:45])([F:44])[C:35]1[CH:36]=[C:37](B(O)O)[CH:38]=[CH:39][CH:40]=1.N1C=CC=CC=1, predict the reaction product. The product is: [F:32][C:2]1([F:1])[CH2:7][CH2:6][N:5]([C:8]([C:10]2[N:11]([C:39]3[CH:38]=[CH:37][CH:36]=[C:35]([C:34]([F:45])([F:44])[F:33])[CH:40]=3)[C:12]3[C:17]([CH:18]=2)=[CH:16][C:15]([C:19]([N:21]2[CH2:22][CH2:23][CH:24]([N:27]4[CH2:31][CH2:30][CH2:29][CH2:28]4)[CH2:25][CH2:26]2)=[O:20])=[CH:14][CH:13]=3)=[O:9])[CH2:4][CH2:3]1. (3) Given the reactants C([O:3][C:4](=[O:25])[CH2:5][C:6]1[CH:7]=[N:8][CH:9]=[C:10]([C:12]2[CH:13]=[N:14][C:15]3[N:16]([C:22](=[O:24])[NH2:23])[CH2:17][CH2:18][CH2:19][C:20]=3[CH:21]=2)[CH:11]=1)C.[OH-].[Li+], predict the reaction product. The product is: [C:22]([N:16]1[C:15]2[N:14]=[CH:13][C:12]([C:10]3[CH:11]=[C:6]([CH2:5][C:4]([OH:25])=[O:3])[CH:7]=[N:8][CH:9]=3)=[CH:21][C:20]=2[CH2:19][CH2:18][CH2:17]1)(=[O:24])[NH2:23]. (4) Given the reactants [OH:1][CH:2]([CH2:6][CH2:7][NH:8][C:9]([CH:11]1[C:16]([CH3:18])([CH3:17])[CH2:15][O:14][C@@H:13]([C:19]2[CH:24]=[CH:23][C:22]([O:25][CH3:26])=[CH:21][CH:20]=2)[O:12]1)=[O:10])[C:3](O)=[O:4].[CH2:27]([O:29][C:30](=[O:39])[C:31]1[CH:36]=[CH:35][C:34]([CH2:37][NH2:38])=[CH:33][CH:32]=1)[CH3:28], predict the reaction product. The product is: [CH2:27]([O:29][C:30](=[O:39])[C:31]1[CH:36]=[CH:35][C:34]([CH2:37][NH:38][C:3](=[O:4])[CH:2]([OH:1])[CH2:6][CH2:7][NH:8][C:9]([CH:11]2[C:16]([CH3:18])([CH3:17])[CH2:15][O:14][C@@H:13]([C:19]3[CH:24]=[CH:23][C:22]([O:25][CH3:26])=[CH:21][CH:20]=3)[O:12]2)=[O:10])=[CH:33][CH:32]=1)[CH3:28].